From a dataset of Full USPTO retrosynthesis dataset with 1.9M reactions from patents (1976-2016). Predict the reactants needed to synthesize the given product. (1) Given the product [C:1]1([C:7]2[CH:16]=[CH:15][CH:14]=[C:13]3[C:8]=2[C:9]([NH:31][CH2:32][C:33]2[CH:38]=[CH:37][CH:36]=[CH:35][N:34]=2)=[N:10][C:11]([C:17]2[CH:18]=[C:19]([S:23]([NH:26][P:27](=[O:28])([O-:29])[O-:30])(=[O:24])=[O:25])[CH:20]=[N:21][CH:22]=2)=[N:12]3)[CH:2]=[CH:3][CH:4]=[CH:5][CH:6]=1.[Na+:40].[Na+:40], predict the reactants needed to synthesize it. The reactants are: [C:1]1([C:7]2[CH:16]=[CH:15][CH:14]=[C:13]3[C:8]=2[C:9]([NH:31][CH2:32][C:33]2[CH:38]=[CH:37][CH:36]=[CH:35][N:34]=2)=[N:10][C:11]([C:17]2[CH:18]=[C:19]([S:23]([NH:26][P:27](=[O:30])([OH:29])[OH:28])(=[O:25])=[O:24])[CH:20]=[N:21][CH:22]=2)=[N:12]3)[CH:6]=[CH:5][CH:4]=[CH:3][CH:2]=1.[OH-].[Na+:40]. (2) The reactants are: [Cl:1][C:2]1[CH:7]=[CH:6][C:5]([C:8]2[C:16]3[O:15][CH:14]([CH2:17][OH:18])[CH2:13][C:12]=3[CH:11]=[CH:10][CH:9]=2)=[C:4]([CH3:19])[CH:3]=1.[C:20]1([CH3:30])[CH:25]=[CH:24][C:23]([S:26](Cl)(=[O:28])=[O:27])=[CH:22][CH:21]=1. Given the product [CH3:30][C:20]1[CH:25]=[CH:24][C:23]([S:26]([O:18][CH2:17][CH:14]2[CH2:13][C:12]3[CH:11]=[CH:10][CH:9]=[C:8]([C:5]4[CH:6]=[CH:7][C:2]([Cl:1])=[CH:3][C:4]=4[CH3:19])[C:16]=3[O:15]2)(=[O:28])=[O:27])=[CH:22][CH:21]=1, predict the reactants needed to synthesize it.